From a dataset of Reaction yield outcomes from USPTO patents with 853,638 reactions. Predict the reaction yield, written as a fraction of the theoretical maximum amount of product (1.0 means a 100% yield; for example, 0.34 means a 34% yield). (1) The reactants are [C:1]([C:5]1[CH:6]=[CH:7][C:8]([C:13]2[O:14][CH2:15][C:16]([CH3:19])([CH3:18])[N:17]=2)=[C:9]([CH:12]=1)[CH:10]=[O:11])([CH3:4])([CH3:3])[CH3:2].C1(C)C=CC(S([O-])(=O)=O)=CC=1.[NH+]1C=CC=CC=1.[CH2:37](O)[CH2:38][CH2:39][OH:40]. The catalyst is C1(C)C=CC=CC=1. The product is [C:1]([C:5]1[CH:6]=[CH:7][C:8]([C:13]2[O:14][CH2:15][C:16]([CH3:19])([CH3:18])[N:17]=2)=[C:9]([CH:10]2[O:40][CH2:39][CH2:38][CH2:37][O:11]2)[CH:12]=1)([CH3:4])([CH3:2])[CH3:3]. The yield is 0.217. (2) The reactants are C[O:2][C:3](=[O:5])[CH3:4].[CH2:6]([C:8]([C:26]1[S:30][C:29]([S:31]([NH2:34])(=[O:33])=[O:32])=[C:28]([CH3:35])[CH:27]=1)([C:11]1[CH:16]=[CH:15][C:14]([O:17][CH2:18][CH:19]([OH:24])[C:20]([CH3:23])([CH3:22])[CH3:21])=[C:13]([CH3:25])[CH:12]=1)[CH2:9][CH3:10])[CH3:7].[Li+].[OH-]. The catalyst is O1CCOCC1. The product is [C:3]([OH:5])(=[O:2])[CH3:4].[CH2:6]([C:8]([C:26]1[S:30][C:29]([S:31]([NH2:34])(=[O:33])=[O:32])=[C:28]([CH3:35])[CH:27]=1)([C:11]1[CH:16]=[CH:15][C:14]([O:17][CH2:18][CH:19]([OH:24])[C:20]([CH3:22])([CH3:23])[CH3:21])=[C:13]([CH3:25])[CH:12]=1)[CH2:9][CH3:10])[CH3:7]. The yield is 0.880. (3) The reactants are [Cl:1][C:2]1[N:7]=[CH:6][C:5]([C:8](=O)[CH3:9])=[CH:4][CH:3]=1.[CH2:11]([NH2:13])[CH3:12].CO. The catalyst is C(Cl)(Cl)Cl. The product is [Cl:1][C:2]1[N:7]=[CH:6][C:5]([CH:8]([NH:13][CH2:11][CH3:12])[CH3:9])=[CH:4][CH:3]=1. The yield is 0.800. (4) The reactants are Cl.C(OC(=O)[N:8]([C:12]1[CH:17]=[CH:16][CH:15]=[C:14]([NH:18][C:19](=[O:46])[CH2:20][N:21]2[N:27]=[C:26]([CH:28]3[CH2:33][CH2:32][CH2:31][CH2:30][CH2:29]3)[C:25]3[CH:34]=[CH:35][CH:36]=[CH:37][C:24]=3[N:23]([CH2:38][C:39](=[O:44])[C:40]([CH3:43])([CH3:42])[CH3:41])[C:22]2=[O:45])[CH:13]=1)[CH2:9][CH2:10][CH3:11])(C)(C)C. The catalyst is O1CCOCC1. The product is [CH:28]1([C:26]2[C:25]3[CH:34]=[CH:35][CH:36]=[CH:37][C:24]=3[N:23]([CH2:38][C:39](=[O:44])[C:40]([CH3:43])([CH3:42])[CH3:41])[C:22](=[O:45])[N:21]([CH2:20][C:19]([NH:18][C:14]3[CH:15]=[CH:16][CH:17]=[C:12]([NH:8][CH2:9][CH2:10][CH3:11])[CH:13]=3)=[O:46])[N:27]=2)[CH2:29][CH2:30][CH2:31][CH2:32][CH2:33]1. The yield is 0.910. (5) The product is [C:10]([C:5]1[CH:4]=[C:3]([C:1]#[N:2])[CH:8]=[CH:7][N:6]=1)([CH3:14])([CH3:11])[CH3:9]. The catalyst is [N+]([O-])([O-])=O.[Ag+].ClC1C=CC=CC=1.O. The reactants are [C:1]([C:3]1[CH:8]=[CH:7][N:6]=[CH:5][CH:4]=1)#[N:2].[CH3:9][C:10](C)([CH3:14])[C:11](O)=O.FC(F)(F)C(O)=O.[OH-].[Na+]. The yield is 0.700. (6) The reactants are [Cl:1][C:2]1[CH:9]=[C:8](I)[CH:7]=[C:6]([F:11])[C:3]=1[C:4]#[N:5].[O:12]1[CH2:17][CH2:16][CH2:15][CH2:14][CH:13]1[N:18]1[C:22](B2OC(C)(C)C(C)(C)O2)=[CH:21][CH:20]=[N:19]1.C(=O)([O-])[O-].[Na+].[Na+]. The catalyst is Cl[Pd](Cl)([P](C1C=CC=CC=1)(C1C=CC=CC=1)C1C=CC=CC=1)[P](C1C=CC=CC=1)(C1C=CC=CC=1)C1C=CC=CC=1.O. The product is [Cl:1][C:2]1[CH:9]=[C:8]([C:22]2[N:18]([CH:13]3[CH2:14][CH2:15][CH2:16][CH2:17][O:12]3)[N:19]=[CH:20][CH:21]=2)[CH:7]=[C:6]([F:11])[C:3]=1[C:4]#[N:5]. The yield is 0.460.